This data is from Full USPTO retrosynthesis dataset with 1.9M reactions from patents (1976-2016). The task is: Predict the reactants needed to synthesize the given product. (1) Given the product [Br:18][C:7]1[CH:8]=[CH:9][C:10]2[C:11]3[N:12]([CH2:13][C:14]([CH3:15])([OH:16])[CH3:17])[CH:19]=[N:1][C:2]=3[CH:3]=[N:4][C:5]=2[CH:6]=1, predict the reactants needed to synthesize it. The reactants are: [NH2:1][C:2]1[CH:3]=[N:4][C:5]2[C:10]([C:11]=1[NH:12][CH2:13][C:14]([CH3:17])([OH:16])[CH3:15])=[CH:9][CH:8]=[C:7]([Br:18])[CH:6]=2.[CH2:19](OC(OCC)OCC)C. (2) Given the product [C:34]([N:5]([CH2:4][C:3]1[CH:20]=[CH:21][C:22]([Cl:24])=[CH:23][C:2]=1[Cl:1])[C:6]1[CH:15]=[C:14]([C:16]([O:18][CH3:19])=[O:17])[CH:13]=[CH:12][C:7]=1[C:8]([O:10][CH3:11])=[O:9])(=[O:36])[CH3:35], predict the reactants needed to synthesize it. The reactants are: [Cl:1][C:2]1[CH:23]=[C:22]([Cl:24])[CH:21]=[CH:20][C:3]=1[CH2:4][NH:5][C:6]1[CH:15]=[C:14]([C:16]([O:18][CH3:19])=[O:17])[CH:13]=[CH:12][C:7]=1[C:8]([O:10][CH3:11])=[O:9].CN(C)C1C=CC=CC=1.[C:34](Cl)(=[O:36])[CH3:35].Cl. (3) Given the product [C:21]([O:25][C:26]([NH:27][C@@H:28]1[CH2:33][CH2:32][CH2:31][N:30]([C:2]2[C:7]([O:8][C:9](=[O:14])[C:10]([CH3:13])([CH3:12])[CH3:11])=[CH:6][N:5]=[C:4]3[NH:15][CH:16]=[C:17]([N+:18]([O-:20])=[O:19])[C:3]=23)[CH2:29]1)=[O:34])([CH3:24])([CH3:22])[CH3:23], predict the reactants needed to synthesize it. The reactants are: F[C:2]1[C:7]([O:8][C:9](=[O:14])[C:10]([CH3:13])([CH3:12])[CH3:11])=[CH:6][N:5]=[C:4]2[NH:15][CH:16]=[C:17]([N+:18]([O-:20])=[O:19])[C:3]=12.[C:21]([O:25][C:26](=[O:34])[NH:27][C@@H:28]1[CH2:33][CH2:32][CH2:31][NH:30][CH2:29]1)([CH3:24])([CH3:23])[CH3:22].CCN(C(C)C)C(C)C. (4) The reactants are: [NH2:1][C:2]1[CH:9]=[CH:8][CH:7]=[CH:6][C:3]=1[C:4]#[N:5].[C:10]1([CH3:20])[CH:15]=[CH:14][C:13]([S:16](Cl)(=[O:18])=[O:17])=[CH:12][CH:11]=1.O. Given the product [C:4]([C:3]1[CH:6]=[CH:7][CH:8]=[CH:9][C:2]=1[NH:1][S:16]([C:13]1[CH:14]=[CH:15][C:10]([CH3:20])=[CH:11][CH:12]=1)(=[O:18])=[O:17])#[N:5], predict the reactants needed to synthesize it.